This data is from Forward reaction prediction with 1.9M reactions from USPTO patents (1976-2016). The task is: Predict the product of the given reaction. (1) Given the reactants [C:1]([NH:8][C:9]1[CH:18]=[CH:17][C:12]([C:13](OC)=[O:14])=[CH:11][CH:10]=1)(=[O:7])[CH2:2][CH2:3][CH2:4][CH2:5][CH3:6].O.[NH2:20][NH2:21], predict the reaction product. The product is: [NH:20]([C:13]([C:12]1[CH:17]=[CH:18][C:9]([NH:8][C:1](=[O:7])[CH2:2][CH2:3][CH2:4][CH2:5][CH3:6])=[CH:10][CH:11]=1)=[O:14])[NH2:21]. (2) Given the reactants [NH:1]1[C:9]2[C:4](=[CH:5][CH:6]=[CH:7][CH:8]=2)[CH:3]=[C:2]1[C:10]([N:12]1[CH2:17][CH2:16][N:15]([CH3:18])[CH2:14][CH2:13]1)=[O:11].[Br:19]Br.O.[OH-].[Na+], predict the reaction product. The product is: [Br:19][C:3]1[C:4]2[C:9](=[CH:8][CH:7]=[CH:6][CH:5]=2)[NH:1][C:2]=1[C:10]([N:12]1[CH2:13][CH2:14][N:15]([CH3:18])[CH2:16][CH2:17]1)=[O:11]. (3) Given the reactants [Cl:1][C:2]1[CH:7]=[C:6]([C:8]#[C:9][C:10]2[N:11]=[C:12]([CH3:23])[N:13]([C:16]3[CH:21]=[CH:20][NH:19][C:18](=[O:22])[CH:17]=3)[C:14]=2[CH3:15])[CH:5]=[CH:4][N:3]=1.Br[CH2:25][CH2:26][O:27][CH3:28], predict the reaction product. The product is: [Cl:1][C:2]1[CH:7]=[C:6]([C:8]#[C:9][C:10]2[N:11]=[C:12]([CH3:23])[N:13]([C:16]3[CH:21]=[CH:20][N:19]([CH2:25][CH2:26][O:27][CH3:28])[C:18](=[O:22])[CH:17]=3)[C:14]=2[CH3:15])[CH:5]=[CH:4][N:3]=1. (4) The product is: [F:1][C:2]([F:27])([F:26])[C:3]1[CH:4]=[C:5]([O:35][CH3:33])[CH:6]=[C:7]2[C:11]=1[C:10](=[O:12])[N:9]([CH2:13][C:14]1[CH:19]=[CH:18][C:17]([O:20][C:21]([F:24])([F:23])[F:22])=[CH:16][CH:15]=1)[CH2:8]2. Given the reactants [F:1][C:2]([F:27])([F:26])[C:3]1[CH:4]=[C:5](Br)[CH:6]=[C:7]2[C:11]=1[C:10](=[O:12])[N:9]([CH2:13][C:14]1[CH:19]=[CH:18][C:17]([O:20][C:21]([F:24])([F:23])[F:22])=[CH:16][CH:15]=1)[CH2:8]2.C[O-].[Na+].CO.[C:33](OCC)(=[O:35])C, predict the reaction product. (5) Given the reactants I[C:2]1[CH:7]=[N:6][N:5](C2CCCCO2)[C:4](=[O:14])[CH:3]=1.[Cl:15][C:16]1[C:17]([F:23])=[C:18]([OH:22])[CH:19]=[CH:20][CH:21]=1.C[O:25][C:26](=[O:35])[CH:27](Br)[CH2:28][CH:29]1[CH2:33][CH2:32][CH2:31][CH2:30]1, predict the reaction product. The product is: [Cl:15][C:16]1[C:17]([F:23])=[C:18]([CH:19]=[CH:20][CH:21]=1)[O:22][C:2]1[CH:7]=[N:6][N:5]([CH:27]([CH2:28][CH:29]2[CH2:33][CH2:32][CH2:31][CH2:30]2)[C:26]([OH:25])=[O:35])[C:4](=[O:14])[CH:3]=1. (6) Given the reactants [Cl:1][C:2]1[CH:3]=[C:4]([C:9]2[CH:13]=[C:12]([C:14]3[CH:19]=[CH:18][C:17]([O:20][CH3:21])=[CH:16][CH:15]=3)[N:11](CC3C=CC(C(OC)=O)=CC=3)[N:10]=2)[CH:5]=[C:6]([Cl:8])[CH:7]=1.[CH3:33][OH:34].[OH-:35].[Na+], predict the reaction product. The product is: [Cl:8][C:6]1[CH:5]=[C:4]([C:9]2[N:10]([CH2:9][C:4]3[CH:5]=[CH:6][C:7]([C:33]([OH:35])=[O:34])=[CH:2][CH:3]=3)[N:11]=[C:12]([C:14]3[CH:19]=[CH:18][C:17]([O:20][CH3:21])=[CH:16][CH:15]=3)[CH:13]=2)[CH:3]=[C:2]([Cl:1])[CH:7]=1.